This data is from Forward reaction prediction with 1.9M reactions from USPTO patents (1976-2016). The task is: Predict the product of the given reaction. Given the reactants [Cl:1][C:2]1[CH:7]=[CH:6][C:5]([C:8]2[S:12][C:11]([CH3:13])=[C:10]([CH:14]3[C:18](=[O:19])[CH2:17][CH2:16][C:15]3=[O:20])[CH:9]=2)=[CH:4][CH:3]=1.[C:21](=O)([O-])[O-].[K+].[K+].IC, predict the reaction product. The product is: [Cl:1][C:2]1[CH:7]=[CH:6][C:5]([C:8]2[S:12][C:11]([CH3:13])=[C:10]([C:14]3[C:15](=[O:20])[CH2:16][CH2:17][C:18]=3[O:19][CH3:21])[CH:9]=2)=[CH:4][CH:3]=1.